This data is from NCI-60 drug combinations with 297,098 pairs across 59 cell lines. The task is: Regression. Given two drug SMILES strings and cell line genomic features, predict the synergy score measuring deviation from expected non-interaction effect. (1) Drug 1: C1CC(=O)NC(=O)C1N2CC3=C(C2=O)C=CC=C3N. Drug 2: CC1=C(C=C(C=C1)NC(=O)C2=CC=C(C=C2)CN3CCN(CC3)C)NC4=NC=CC(=N4)C5=CN=CC=C5. Cell line: OVCAR3. Synergy scores: CSS=3.21, Synergy_ZIP=0.210, Synergy_Bliss=6.12, Synergy_Loewe=4.71, Synergy_HSA=4.21. (2) Drug 1: C1=CN(C=N1)CC(O)(P(=O)(O)O)P(=O)(O)O. Drug 2: CC(C)(C#N)C1=CC(=CC(=C1)CN2C=NC=N2)C(C)(C)C#N. Cell line: RXF 393. Synergy scores: CSS=1.57, Synergy_ZIP=-0.472, Synergy_Bliss=0.500, Synergy_Loewe=-0.346, Synergy_HSA=-0.320. (3) Drug 1: CC1=CC=C(C=C1)C2=CC(=NN2C3=CC=C(C=C3)S(=O)(=O)N)C(F)(F)F. Drug 2: C1=NC2=C(N=C(N=C2N1C3C(C(C(O3)CO)O)O)F)N. Cell line: NCI-H522. Synergy scores: CSS=12.5, Synergy_ZIP=-5.18, Synergy_Bliss=-1.57, Synergy_Loewe=-5.45, Synergy_HSA=-1.58. (4) Drug 1: CN1CCC(CC1)COC2=C(C=C3C(=C2)N=CN=C3NC4=C(C=C(C=C4)Br)F)OC. Drug 2: C1C(C(OC1N2C=NC3=C(N=C(N=C32)Cl)N)CO)O. Cell line: SN12C. Synergy scores: CSS=24.7, Synergy_ZIP=-8.42, Synergy_Bliss=0.938, Synergy_Loewe=0.778, Synergy_HSA=1.25. (5) Drug 1: CN(C)C1=NC(=NC(=N1)N(C)C)N(C)C. Drug 2: CCC1(CC2CC(C3=C(CCN(C2)C1)C4=CC=CC=C4N3)(C5=C(C=C6C(=C5)C78CCN9C7C(C=CC9)(C(C(C8N6C)(C(=O)OC)O)OC(=O)C)CC)OC)C(=O)OC)O.OS(=O)(=O)O. Cell line: HOP-92. Synergy scores: CSS=23.5, Synergy_ZIP=-6.06, Synergy_Bliss=-3.28, Synergy_Loewe=-90.8, Synergy_HSA=-4.00. (6) Synergy scores: CSS=-1.63, Synergy_ZIP=-5.14, Synergy_Bliss=-11.5, Synergy_Loewe=-20.1, Synergy_HSA=-11.6. Drug 1: C1CN(P(=O)(OC1)NCCCl)CCCl. Drug 2: CC(C)CN1C=NC2=C1C3=CC=CC=C3N=C2N. Cell line: A549.